From a dataset of Reaction yield outcomes from USPTO patents with 853,638 reactions. Predict the reaction yield, written as a fraction of the theoretical maximum amount of product (1.0 means a 100% yield; for example, 0.34 means a 34% yield). The reactants are [Br:1][C:2]1[CH:3]=[C:4]2[C:9](=[CH:10][CH:11]=1)[CH2:8][CH2:7][CH:6]=[CH:5]2.C(=O)(O)[O-:13].[Na+].C1C=C(Cl)C=C(C(OO)=O)C=1. The catalyst is ClCCl.C1C=C(Cl)C=C(C(OO)=O)C=1. The product is [Br:1][C:2]1[CH:3]=[C:4]2[C:9]([CH2:8][CH2:7][C@H:6]3[O:13][C@H:5]32)=[CH:10][CH:11]=1. The yield is 0.980.